Dataset: Forward reaction prediction with 1.9M reactions from USPTO patents (1976-2016). Task: Predict the product of the given reaction. Given the reactants [Cl:1][C:2]1[CH:7]=[CH:6][N:5]=[C:4]2[NH:8][C:9]([C:11]3[CH:16]=[CH:15][C:14]([C:17]([N:19]4[CH2:24][CH2:23][N:22]([CH3:25])[CH2:21][CH2:20]4)=[O:18])=[CH:13][CH:12]=3)=[N:10][C:3]=12.[CH2:26]([O:28][C:29]1[CH:34]=[CH:33][C:32](B(O)O)=[CH:31][CH:30]=1)[CH3:27].C(=O)([O-])[O-].[Na+].[Na+].Cl, predict the reaction product. The product is: [ClH:1].[CH2:26]([O:28][C:29]1[CH:34]=[CH:33][C:32]([C:2]2[CH:7]=[CH:6][N:5]=[C:4]3[NH:8][C:9]([C:11]4[CH:16]=[CH:15][C:14]([C:17]([N:19]5[CH2:24][CH2:23][N:22]([CH3:25])[CH2:21][CH2:20]5)=[O:18])=[CH:13][CH:12]=4)=[N:10][C:3]=23)=[CH:31][CH:30]=1)[CH3:27].